Dataset: Forward reaction prediction with 1.9M reactions from USPTO patents (1976-2016). Task: Predict the product of the given reaction. Given the reactants [C:1]([C:5]1[NH:6][C:7]([C:13]([N:15]2[CH2:20][CH2:19][NH:18][C:17](=[O:21])[C:16]2([CH3:23])[CH3:22])=[O:14])=[C:8]([N+:10]([O-])=O)[CH:9]=1)([CH3:4])([CH3:3])[CH3:2], predict the reaction product. The product is: [NH2:10][C:8]1[CH:9]=[C:5]([C:1]([CH3:4])([CH3:3])[CH3:2])[NH:6][C:7]=1[C:13]([N:15]1[CH2:20][CH2:19][NH:18][C:17](=[O:21])[C:16]1([CH3:22])[CH3:23])=[O:14].